This data is from Forward reaction prediction with 1.9M reactions from USPTO patents (1976-2016). The task is: Predict the product of the given reaction. (1) Given the reactants [NH2:1][C:2]1[CH:3]=[C:4]([CH:27]=[CH:28][CH:29]=1)[CH2:5][S:6][C:7]1[CH:12]=[CH:11][C:10]([Cl:13])=[CH:9][C:8]=1[NH:14][S:15]([C:18]1[O:19][C:20]2[CH:26]=[CH:25][CH:24]=[CH:23][C:21]=2[CH:22]=1)(=[O:17])=[O:16].[CH3:30][S:31](Cl)(=[O:33])=[O:32], predict the reaction product. The product is: [Cl:13][C:10]1[CH:11]=[CH:12][C:7]([S:6][CH2:5][C:4]2[CH:27]=[CH:28][CH:29]=[C:2]([NH:1][S:31]([CH3:30])(=[O:33])=[O:32])[CH:3]=2)=[C:8]([NH:14][S:15]([C:18]2[O:19][C:20]3[CH:26]=[CH:25][CH:24]=[CH:23][C:21]=3[CH:22]=2)(=[O:17])=[O:16])[CH:9]=1. (2) Given the reactants [CH3:1][S:2][C:3]1[CH:4]=[N:5][CH:6]=[C:7]([CH:12]=1)[C:8](OC)=[O:9].[H-].[Al+3].[Li+].[H-].[H-].[H-].[Cl-].[NH4+], predict the reaction product. The product is: [CH3:1][S:2][C:3]1[CH:12]=[C:7]([CH2:8][OH:9])[CH:6]=[N:5][CH:4]=1. (3) The product is: [C:13]1([C:10]2[CH:9]=[C:8]([C:19]([O:21][CH3:22])=[O:20])[C:7]3[CH:6]=[N:5][NH:4][C:12]=3[CH:11]=2)[CH:18]=[CH:17][CH:16]=[CH:15][CH:14]=1. Given the reactants C([N:4]1[C:12]2[CH:11]=[C:10]([C:13]3[CH:18]=[CH:17][CH:16]=[CH:15][CH:14]=3)[CH:9]=[C:8]([C:19]([O:21][CH3:22])=[O:20])[C:7]=2[CH:6]=[N:5]1)(=O)C.Cl, predict the reaction product. (4) Given the reactants [NH2:1][C:2]1[CH:7]=[CH:6][C:5]([OH:8])=[CH:4][C:3]=1[Cl:9].[H-].[Na+].[CH3:12][NH:13][C:14]([C:16]1[CH:17]=[C:18]2[C:23](=[CH:24][C:25]=1[O:26][CH2:27][C:28]1[CH:33]=[CH:32][CH:31]=[CH:30][CH:29]=1)[N:22]=[CH:21][CH:20]=[C:19]2Cl)=[O:15].C(OCC)(=O)C, predict the reaction product. The product is: [CH3:12][NH:13][C:14]([C:16]1[CH:17]=[C:18]2[C:23](=[CH:24][C:25]=1[O:26][CH2:27][C:28]1[CH:33]=[CH:32][CH:31]=[CH:30][CH:29]=1)[N:22]=[CH:21][CH:20]=[C:19]2[O:8][C:5]1[CH:6]=[CH:7][C:2]([NH2:1])=[C:3]([Cl:9])[CH:4]=1)=[O:15]. (5) Given the reactants [NH2:1][C:2]([CH3:7])([CH2:5][F:6])[C:3]#[N:4].ON1C2N=CC=CC=2N=N1.CN(C)CCCN=C=NCC.Cl.[I:30][C:31]1[CH:32]=[N:33][C:34]2[C:39]([CH:40]=1)=[CH:38][C:37]([O:41][CH:42]([S:46][CH3:47])[C:43](O)=[O:44])=[CH:36][C:35]=2[CH3:48], predict the reaction product. The product is: [C:3]([C:2]([NH:1][C:43](=[O:44])[CH:42]([O:41][C:37]1[CH:38]=[C:39]2[C:34](=[C:35]([CH3:48])[CH:36]=1)[N:33]=[CH:32][C:31]([I:30])=[CH:40]2)[S:46][CH3:47])([CH3:7])[CH2:5][F:6])#[N:4].